Dataset: Full USPTO retrosynthesis dataset with 1.9M reactions from patents (1976-2016). Task: Predict the reactants needed to synthesize the given product. The reactants are: [CH2:1]([C:3]1[C:11]2[C:6](=[CH:7][CH:8]=[CH:9][C:10]=2[NH:12][C:13]([C:15]2[N:19]3[CH:20]=[CH:21][C:22]([CH2:24][CH2:25][CH2:26]O)=[CH:23][C:18]3=[N:17][CH:16]=2)=[O:14])[N:5]([CH2:28][C:29]2[CH:34]=[CH:33][CH:32]=[C:31]([CH3:35])[N:30]=2)[N:4]=1)[CH3:2].C(N(CC)CC)C.CS(Cl)(=O)=O.[CH3:48][N:49]1[CH2:54][CH2:53][NH:52][CH2:51][CH2:50]1. Given the product [CH2:1]([C:3]1[C:11]2[C:6](=[CH:7][CH:8]=[CH:9][C:10]=2[NH:12][C:13]([C:15]2[N:19]3[CH:20]=[CH:21][C:22]([CH2:24][CH2:25][CH2:26][N:52]4[CH2:53][CH2:54][N:49]([CH3:48])[CH2:50][CH2:51]4)=[CH:23][C:18]3=[N:17][CH:16]=2)=[O:14])[N:5]([CH2:28][C:29]2[CH:34]=[CH:33][CH:32]=[C:31]([CH3:35])[N:30]=2)[N:4]=1)[CH3:2], predict the reactants needed to synthesize it.